From a dataset of Peptide-MHC class II binding affinity with 134,281 pairs from IEDB. Regression. Given a peptide amino acid sequence and an MHC pseudo amino acid sequence, predict their binding affinity value. This is MHC class II binding data. (1) The peptide sequence is PLMPLVSRPESVRLH. The MHC is H-2-IAd with pseudo-sequence H-2-IAd. The binding affinity (normalized) is 0.416. (2) The peptide sequence is TSCLKSFFWFNEVLE. The MHC is DRB1_0101 with pseudo-sequence DRB1_0101. The binding affinity (normalized) is 0.218. (3) The peptide sequence is VGSKLIVAMSSWLQK. The MHC is HLA-DPA10201-DPB10501 with pseudo-sequence HLA-DPA10201-DPB10501. The binding affinity (normalized) is 0.753.